Predict the reaction yield, written as a fraction of the theoretical maximum amount of product (1.0 means a 100% yield; for example, 0.34 means a 34% yield). From a dataset of Reaction yield outcomes from USPTO patents with 853,638 reactions. No catalyst specified. The product is [CH:16]1([N:8]2[C:6]3[N:7]=[C:2]([NH:21][C:22]4[CH:23]=[CH:24][C:25]([N:28]5[C:33](=[O:34])[CH2:32][C@H:31]6[CH2:35][NH:36][CH2:37][C@H:30]6[CH2:29]5)=[CH:26][N:27]=4)[N:3]=[CH:4][C:5]=3[CH:10]=[C:9]2[C:11]([N:13]([CH3:15])[CH3:14])=[O:12])[CH2:20][CH2:19][CH2:18][CH2:17]1. The yield is 0.860. The reactants are Cl[C:2]1[N:3]=[CH:4][C:5]2[CH:10]=[C:9]([C:11]([N:13]([CH3:15])[CH3:14])=[O:12])[N:8]([CH:16]3[CH2:20][CH2:19][CH2:18][CH2:17]3)[C:6]=2[N:7]=1.[NH2:21][C:22]1[N:27]=[CH:26][C:25]([N:28]2[C:33](=[O:34])[CH2:32][C@H:31]3[CH2:35][N:36](C(OC(C)(C)C)=O)[CH2:37][C@H:30]3[CH2:29]2)=[CH:24][CH:23]=1.